From a dataset of Peptide-MHC class II binding affinity with 134,281 pairs from IEDB. Regression. Given a peptide amino acid sequence and an MHC pseudo amino acid sequence, predict their binding affinity value. This is MHC class II binding data. (1) The peptide sequence is VTFKNAHAKKPEVVV. The MHC is DRB4_0101 with pseudo-sequence DRB4_0103. The binding affinity (normalized) is 0.185. (2) The peptide sequence is ELYKYKVVKIEPLGVA. The MHC is DRB1_0103 with pseudo-sequence DRB1_0103. The binding affinity (normalized) is 0.362. (3) The peptide sequence is YWTIVKPGDILLINS. The MHC is DRB5_0101 with pseudo-sequence DRB5_0101. The binding affinity (normalized) is 0.496. (4) The peptide sequence is YDKFLALVSTVLTGK. The MHC is DRB1_1001 with pseudo-sequence DRB1_1001. The binding affinity (normalized) is 0.886.